From a dataset of Forward reaction prediction with 1.9M reactions from USPTO patents (1976-2016). Predict the product of the given reaction. Given the reactants [CH:1]([O:4][C:5](=[O:14])[C:6]1[CH:11]=[C:10]([CH3:12])[C:9](Cl)=[N:8][CH:7]=1)([CH3:3])[CH3:2].[CH2:15]1[CH2:19]O[CH2:17][CH2:16]1.O1CCOC[CH2:21]1, predict the reaction product. The product is: [CH:1]([O:4][C:5](=[O:14])[C:6]1[CH:11]=[C:10]([CH3:12])[C:9]([CH:15]2[CH2:19][CH2:21][CH2:17][CH2:16]2)=[N:8][CH:7]=1)([CH3:3])[CH3:2].